From a dataset of Forward reaction prediction with 1.9M reactions from USPTO patents (1976-2016). Predict the product of the given reaction. (1) Given the reactants [CH3:1][O:2][C:3]([C:5]1[C:14]2[C:9](=[CH:10][C:11]([OH:15])=[CH:12][CH:13]=2)[CH:8]=[CH:7][CH:6]=1)=[O:4].C(N(C(C)C)CC)(C)C.[F:25][C:26]([F:39])([F:38])[S:27](O[S:27]([C:26]([F:39])([F:38])[F:25])(=[O:29])=[O:28])(=[O:29])=[O:28], predict the reaction product. The product is: [CH3:1][O:2][C:3]([C:5]1[C:14]2[C:9](=[CH:10][C:11]([O:15][S:27]([C:26]([F:39])([F:38])[F:25])(=[O:29])=[O:28])=[CH:12][CH:13]=2)[CH:8]=[CH:7][CH:6]=1)=[O:4]. (2) Given the reactants C[O:2][C:3]1[CH2:4][C:5]([S:12]([C:15]2([CH2:23][CH2:24][Cl:25])[CH:20]=[CH:19][CH:18]=[C:17]([O:21]C)[CH2:16]2)(=[O:14])=[O:13])([CH2:9][CH2:10][Cl:11])[CH:6]=[CH:7][CH:8]=1.B(Br)(Br)Br.[Na+].[Cl-], predict the reaction product. The product is: [OH:2][C:3]1[CH2:4][C:5]([S:12]([C:15]2([CH2:23][CH2:24][Cl:25])[CH:20]=[CH:19][CH:18]=[C:17]([OH:21])[CH2:16]2)(=[O:14])=[O:13])([CH2:9][CH2:10][Cl:11])[CH:6]=[CH:7][CH:8]=1. (3) Given the reactants [CH:1]1([N:5]2[CH2:11][CH2:10][C:9]3[CH:12]=[CH:13][C:14]([O:16][CH2:17][CH2:18][CH2:19][C:20](O)=[O:21])=[CH:15][C:8]=3[CH2:7][CH2:6]2)[CH2:4][CH2:3][CH2:2]1.C([N:25]1[CH:29]=[CH:28][N:27]=[CH:26]1)([N:25]1[CH:29]=[CH:28][N:27]=[CH:26]1)=O, predict the reaction product. The product is: [CH:1]1([N:5]2[CH2:11][CH2:10][C:9]3[CH:8]=[CH:15][C:14]([O:16][CH2:17][CH2:18][CH2:19][C:20]([N:25]4[CH:29]=[CH:28][N:27]=[CH:26]4)=[O:21])=[CH:13][C:12]=3[CH2:7][CH2:6]2)[CH2:2][CH2:3][CH2:4]1.